This data is from Full USPTO retrosynthesis dataset with 1.9M reactions from patents (1976-2016). The task is: Predict the reactants needed to synthesize the given product. (1) The reactants are: [Cl:1][C:2]1[CH:3]=[C:4]([NH:9][S:10]([C:13]2[CH:22]=[CH:21][C:20]([O:23][CH3:24])=[C:19]3[C:14]=2[CH2:15][CH2:16][C@H:17]([NH:25]C(=O)C(F)(F)F)[CH2:18]3)(=[O:12])=[O:11])[CH:5]=[CH:6][C:7]=1[F:8].[OH-].[Na+].Cl.C(=O)([O-])O.[Na+]. Given the product [NH2:25][C@H:17]1[CH2:16][CH2:15][C:14]2[C:13]([S:10]([NH:9][C:4]3[CH:5]=[CH:6][C:7]([F:8])=[C:2]([Cl:1])[CH:3]=3)(=[O:11])=[O:12])=[CH:22][CH:21]=[C:20]([O:23][CH3:24])[C:19]=2[CH2:18]1, predict the reactants needed to synthesize it. (2) Given the product [OH:14][C:7]1([CH2:20][N+:17]([O-:19])=[O:18])[C:6]2[C:10](=[CH:11][CH:12]=[C:4]([O:3][C:2]([F:1])([F:15])[F:16])[CH:5]=2)[NH:9][C:8]1=[O:13], predict the reactants needed to synthesize it. The reactants are: [F:1][C:2]([F:16])([F:15])[O:3][C:4]1[CH:5]=[C:6]2[C:10](=[CH:11][CH:12]=1)[NH:9][C:8](=[O:13])[C:7]2=[O:14].[N+:17]([CH3:20])([O-:19])=[O:18]. (3) Given the product [F:26][C:24]([F:25])([F:27])[C:20]1[CH:19]=[C:18]([C:14]([N:11]2[CH2:10][CH2:9][C:8]3([O:4][CH2:5][CH2:6][O:7]3)[CH2:13][CH2:12]2)([CH3:15])[CH3:17])[CH:23]=[CH:22][CH:21]=1, predict the reactants needed to synthesize it. The reactants are: C[Mg]Br.[O:4]1[C:8]2([CH2:13][CH2:12][N:11]([C:14]([C:18]3[CH:23]=[CH:22][CH:21]=[C:20]([C:24]([F:27])([F:26])[F:25])[CH:19]=3)([CH3:17])[C:15]#N)[CH2:10][CH2:9]2)[O:7][CH2:6][CH2:5]1.[NH4+].[Cl-]. (4) Given the product [C:47]([O:15][CH2:14][C:13]([CH3:16])([CH3:17])[CH2:12][N:11]1[C:5]2[CH:4]=[CH:3][C:2]([Cl:1])=[CH:40][C:6]=2[C@@H:7]([C:30]2[CH:35]=[CH:34][CH:33]=[C:32]([O:36][CH3:37])[C:31]=2[O:38][CH3:39])[O:8][C@H:9]([CH2:19][C:20]([NH:22][CH2:23][CH2:24][CH2:25][CH2:26][C:27]([OH:29])=[O:28])=[O:21])[C:10]1=[O:18])(=[O:49])[CH3:48], predict the reactants needed to synthesize it. The reactants are: [Cl:1][C:2]1[CH:3]=[CH:4][C:5]2[N:11]([CH2:12][C:13]([CH3:17])([CH3:16])[CH2:14][OH:15])[C:10](=[O:18])[C@@H:9]([CH2:19][C:20]([NH:22][CH2:23][CH2:24][CH2:25][CH2:26][C:27]([OH:29])=[O:28])=[O:21])[O:8][C@H:7]([C:30]3[CH:35]=[CH:34][CH:33]=[C:32]([O:36][CH3:37])[C:31]=3[O:38][CH3:39])[C:6]=2[CH:40]=1.N1C=CC=CC=1.[C:47](OCC)(=[O:49])[CH3:48].C(Cl)(=O)C. (5) Given the product [Cl:24][C:25]1[CH:26]=[C:27]([NH:31][C:32]([N:21]2[CH2:22][CH2:23][N:18]([C:4]3[C:3]([C:1]#[N:2])=[CH:13][C:7]([C:8]([O:10][CH2:11][CH3:12])=[O:9])=[C:6]([C:14]([F:15])([F:17])[F:16])[N:5]=3)[CH2:19][CH2:20]2)=[O:33])[CH:28]=[CH:29][CH:30]=1, predict the reactants needed to synthesize it. The reactants are: [C:1]([C:3]1[C:4]([N:18]2[CH2:23][CH2:22][NH:21][CH2:20][CH2:19]2)=[N:5][C:6]([C:14]([F:17])([F:16])[F:15])=[C:7]([CH:13]=1)[C:8]([O:10][CH2:11][CH3:12])=[O:9])#[N:2].[Cl:24][C:25]1[CH:30]=[CH:29][CH:28]=[C:27]([N:31]=[C:32]=[O:33])[CH:26]=1. (6) Given the product [CH2:16]([N:23]1[CH:29]([C:30]2[CH:35]=[CH:34][CH:33]=[CH:32][CH:31]=2)[CH2:28][CH2:27][O:26][CH2:25][CH2:24]1)[C:17]1[CH:18]=[CH:19][CH:20]=[CH:21][CH:22]=1, predict the reactants needed to synthesize it. The reactants are: C(N1C(C)CCOCC1)C1C=CC=CC=1.[CH2:16]([N:23]1[CH:29]([C:30]2[CH:35]=[CH:34][CH:33]=[CH:32][CH:31]=2)[CH2:28][CH2:27][O:26][CH2:25][C:24]1=O)[C:17]1[CH:22]=[CH:21][CH:20]=[CH:19][CH:18]=1.